Dataset: Forward reaction prediction with 1.9M reactions from USPTO patents (1976-2016). Task: Predict the product of the given reaction. (1) Given the reactants [H-].[Na+].[O:3]1[CH2:8][CH2:7][CH2:6][CH2:5][CH:4]1[CH:9]([OH:12])CO.O1CCC(OCC2CC[N:24]([C:27]3[CH:28]=[CH:29][C:30]4[N:31]([C:33]([C:36]([F:39])([F:38])[F:37])=[N:34][N:35]=4)[N:32]=3)[CH2:23][CH2:22]2)CC1.O.C1(C)C=CC(S(O)(=O)=O)=CC=1, predict the reaction product. The product is: [F:38][C:36]([F:37])([F:39])[C:33]1[N:31]2[N:32]=[C:27]([N:24]3[CH2:5][CH2:6][CH:7]([CH2:8][O:3][CH2:4][CH2:9][OH:12])[CH2:22][CH2:23]3)[CH:28]=[CH:29][C:30]2=[N:35][N:34]=1. (2) The product is: [NH2:16][C:7]1[N:6]([CH2:5][C:4]2[CH:17]=[CH:18][CH:19]=[CH:20][C:3]=2[OH:2])[CH2:15][C:14]2[C:9](=[CH:10][CH:11]=[CH:12][CH:13]=2)[N:8]=1. Given the reactants C[O:2][C:3]1[CH:20]=[CH:19][CH:18]=[CH:17][C:4]=1[CH2:5][N:6]1[CH2:15][C:14]2[C:9](=[CH:10][CH:11]=[CH:12][CH:13]=2)[N:8]=[C:7]1[NH2:16].Cl.N1C=CC=CC=1, predict the reaction product. (3) The product is: [N+:24]([C:2]1[S:1][C:9]2[CH2:8][CH2:7][N:6]([C:10]([O:12][C:13]([CH3:16])([CH3:15])[CH3:14])=[O:11])[CH2:5][C:4]=2[CH:3]=1)([O-:26])=[O:25]. Given the reactants [S:1]1[C:9]2[CH2:8][CH2:7][N:6]([C:10]([O:12][C:13]([CH3:16])([CH3:15])[CH3:14])=[O:11])[CH2:5][C:4]=2[CH:3]=[CH:2]1.C(O)(C(F)(F)F)=O.[N+:24]([O-])([OH:26])=[O:25].C(OC(OC(C)(C)C)=O)(OC(C)(C)C)=O, predict the reaction product. (4) The product is: [Cl:22][C:15]1[CH:14]=[C:13]2[C:12](=[C:21]3[C:16]=1[CH:17]=[CH:18][CH:19]=[N:20]3)[NH:11][S:8](=[O:10])(=[O:9])[C:3]1[C:4]2=[CH:5][CH:6]=[CH:7][CH:2]=1. Given the reactants N[C:2]1[CH:7]=[CH:6][CH:5]=[CH:4][C:3]=1[S:8]([NH:11][C:12]1[CH:13]=[CH:14][C:15]([Cl:22])=[C:16]2[C:21]=1[N:20]=[CH:19][CH:18]=[CH:17]2)(=[O:10])=[O:9].N(OC(C)(C)C)=O.CC(O)=O, predict the reaction product. (5) Given the reactants [CH:1]1([N:5]2[CH2:11][CH2:10][C:9]3[S:12][C:13]([C:15]4[CH:16]=[N:17][C:18](C#N)=[N:19][CH:20]=4)=[N:14][C:8]=3[CH2:7][CH2:6]2)[CH2:4][CH2:3][CH2:2]1.S(=O)(=O)(O)O, predict the reaction product. The product is: [CH:1]1([N:5]2[CH2:11][CH2:10][C:9]3[S:12][C:13]([C:15]4[CH:20]=[N:19][CH:18]=[N:17][CH:16]=4)=[N:14][C:8]=3[CH2:7][CH2:6]2)[CH2:2][CH2:3][CH2:4]1. (6) Given the reactants [F:1][C:2]1([F:14])[O:6][C:5]2[CH:7]=[CH:8][CH:9]=[C:10]([B:11]([OH:13])[OH:12])[C:4]=2[O:3]1.[CH2:15]1CCCCC1.CI, predict the reaction product. The product is: [F:14][C:2]1([F:1])[O:6][C:5]2[C:7]([CH3:15])=[CH:8][CH:9]=[C:10]([B:11]([OH:13])[OH:12])[C:4]=2[O:3]1. (7) Given the reactants S1C2CCC(C([O-])=O)NC=2N=C1.[N:13]([CH2:16][CH2:17][CH2:18][C:19]1([C:35]2[CH:40]=[CH:39][CH:38]=[CH:37][CH:36]=2)[N:23]([C:24](=[S:26])[NH2:25])[N:22]=[C:21]([C:27]2[CH:32]=[C:31]([F:33])[CH:30]=[CH:29][C:28]=2[F:34])[S:20]1)=[N+]=[N-].Br[CH:42]1[C:47](=O)[CH2:46][CH2:45][N:44]([C:49](OC(C)(C)C)=O)[CH2:43]1.CCN(C(C)C)C(C)C, predict the reaction product. The product is: [F:34][C:28]1[CH:29]=[CH:30][C:31]([F:33])=[CH:32][C:27]=1[C:21]1[S:20][C:19]([CH2:18][CH2:17][CH2:16][NH2:13])([C:35]2[CH:40]=[CH:39][CH:38]=[CH:37][CH:36]=2)[N:23]([C:24]2[S:26][C:42]3[CH2:43][N:44]([CH3:49])[CH2:45][CH2:46][C:47]=3[N:25]=2)[N:22]=1. (8) Given the reactants Br[C:2]1[C:7]2[S:8][C:9]([C:11]3[C:16]([F:17])=[CH:15][CH:14]=[CH:13][C:12]=3[Cl:18])=[N:10][C:6]=2[CH:5]=[CH:4][N:3]=1.[CH3:19][C:20]1[N:25]=[C:24]([NH2:26])[CH:23]=[C:22]([N:27]2[CH2:32][CH2:31][O:30][CH2:29][CH2:28]2)[N:21]=1.CC1(C)C2C(=C(P(C3C=CC=CC=3)C3C=CC=CC=3)C=CC=2)OC2C(P(C3C=CC=CC=3)C3C=CC=CC=3)=CC=CC1=2.C([O-])([O-])=O.[Cs+].[Cs+], predict the reaction product. The product is: [Cl:18][C:12]1[CH:13]=[CH:14][CH:15]=[C:16]([F:17])[C:11]=1[C:9]1[S:8][C:7]2[C:2]([NH:26][C:24]3[CH:23]=[C:22]([N:27]4[CH2:32][CH2:31][O:30][CH2:29][CH2:28]4)[N:21]=[C:20]([CH3:19])[N:25]=3)=[N:3][CH:4]=[CH:5][C:6]=2[N:10]=1. (9) Given the reactants [CH3:1][NH:2][C:3]1[CH:8]=[CH:7][C:6]([O:9][C:10]([F:13])([F:12])[F:11])=[CH:5][CH:4]=1.Br[CH2:15][CH2:16][O:17]C1CCCCO1.C(=O)([O-])[O-].[K+].[K+].O, predict the reaction product. The product is: [CH3:1][N:2]([C:3]1[CH:8]=[CH:7][C:6]([O:9][C:10]([F:11])([F:12])[F:13])=[CH:5][CH:4]=1)[CH2:15][CH2:16][OH:17].